Predict the reactants needed to synthesize the given product. From a dataset of Full USPTO retrosynthesis dataset with 1.9M reactions from patents (1976-2016). (1) Given the product [O:32]=[S:2]1(=[O:1])[C:8]2[CH:9]=[CH:10][C:11]([O:13][CH2:14][C:15]([OH:17])=[O:16])=[CH:12][C:7]=2[N:6]([C:20]2[CH:21]=[CH:22][CH:23]=[CH:24][CH:25]=2)[CH2:5][C:4]([CH2:28][CH2:29][CH2:30][CH3:31])([CH2:26][CH3:27])[CH2:3]1, predict the reactants needed to synthesize it. The reactants are: [O:1]=[S:2]1(=[O:32])[C:8]2[CH:9]=[CH:10][C:11]([O:13][CH2:14][C:15]([O:17]CC)=[O:16])=[CH:12][C:7]=2[N:6]([C:20]2[CH:25]=[CH:24][CH:23]=[CH:22][CH:21]=2)[CH2:5][C:4]([CH2:28][CH2:29][CH2:30][CH3:31])([CH2:26][CH3:27])[CH2:3]1.[OH-].[Na+].C(O)C. (2) Given the product [NH2:7][CH2:6][CH2:5][CH2:4][CH2:3][CH2:2][CH2:1][NH:8][S:20]([C:17]1[CH:18]=[CH:19][C:14]([O:13][CH2:9][CH2:10][CH2:11][CH2:12][CH3:24])=[CH:15][CH:16]=1)(=[O:22])=[O:21], predict the reactants needed to synthesize it. The reactants are: [CH2:1]([NH2:8])[CH2:2][CH2:3][CH2:4][CH2:5][CH2:6][NH2:7].[CH2:9]([O:13][C:14]1[CH:19]=[CH:18][C:17]([S:20](Cl)(=[O:22])=[O:21])=[CH:16][CH:15]=1)[CH2:10][CH2:11][CH3:12].[CH2:24](Cl)Cl. (3) The reactants are: [CH3:1][C:2]1[CH:7]=[C:6]([OH:8])[CH:5]=[C:4]([CH3:9])[C:3]=1[C:10]1[CH:15]=[CH:14][C:13]([C:16]([F:19])([F:18])[F:17])=[CH:12][CH:11]=1.CO[C:22]([C:24]1[S:25][C:26]([CH:30](O)[CH2:31][CH3:32])=[C:27]([Cl:29])[CH:28]=1)=[O:23].Cl.[CH3:35][O:36][C:37](=[O:41])[CH2:38][CH2:39][NH2:40]. Given the product [CH3:35][O:36][C:37](=[O:41])[CH2:38][CH2:39][NH:40][C:22]([C:24]1[S:25][C:26]([CH:30]([O:8][C:6]2[CH:5]=[C:4]([CH3:9])[C:3]([C:10]3[CH:15]=[CH:14][C:13]([C:16]([F:18])([F:17])[F:19])=[CH:12][CH:11]=3)=[C:2]([CH3:1])[CH:7]=2)[CH2:31][CH3:32])=[C:27]([Cl:29])[CH:28]=1)=[O:23], predict the reactants needed to synthesize it. (4) Given the product [C:1]([C:5]1[CH:9]=[C:8]([N:10]=[C:18]=[S:19])[N:7]([CH3:11])[N:6]=1)([CH3:4])([CH3:2])[CH3:3], predict the reactants needed to synthesize it. The reactants are: [C:1]([C:5]1[CH:9]=[C:8]([NH2:10])[N:7]([CH3:11])[N:6]=1)([CH3:4])([CH3:3])[CH3:2].C(=O)([O-])[O-].[K+].[K+].[C:18](Cl)(Cl)=[S:19].O. (5) Given the product [F:1][C:2]([F:7])([F:6])[C:3]([OH:5])=[O:4].[C:8]([NH:11][C:12](=[CH:17][C:18]1[CH:23]=[CH:22][C:21]([C:24]#[N:25])=[CH:20][C:19]=1[O:26][CH2:27][C@H:28]([NH:41][C:42](=[O:56])[C:43]1[CH:48]=[CH:47][CH:46]=[C:45]([C:49]2[CH:54]=[CH:53][C:52]([NH:55][C:59]([NH2:61])=[NH:60])=[CH:51][CH:50]=2)[CH:44]=1)[CH2:29][CH2:30][C:31]([O:33][CH2:34][C:35]1[CH:40]=[CH:39][CH:38]=[CH:37][CH:36]=1)=[O:32])[C:13]([O:15][CH3:16])=[O:14])(=[O:10])[CH3:9], predict the reactants needed to synthesize it. The reactants are: [F:1][C:2]([F:7])([F:6])[C:3]([OH:5])=[O:4].[C:8]([NH:11][C:12](=[CH:17][C:18]1[CH:23]=[CH:22][C:21]([C:24]#[N:25])=[CH:20][C:19]=1[O:26][CH2:27][C@H:28]([NH:41][C:42](=[O:56])[C:43]1[CH:48]=[CH:47][CH:46]=[C:45]([C:49]2[CH:54]=[CH:53][C:52]([NH2:55])=[CH:51][CH:50]=2)[CH:44]=1)[CH2:29][CH2:30][C:31]([O:33][CH2:34][C:35]1[CH:40]=[CH:39][CH:38]=[CH:37][CH:36]=1)=[O:32])[C:13]([O:15][CH3:16])=[O:14])(=[O:10])[CH3:9].Cl.Cl[C:59]([NH2:61])=[NH:60].CS(C)(=O)=O. (6) Given the product [O:15]1[CH:1]2[CH:2]1[CH2:3][CH:4]1[CH:5]2[CH:6]2[CH2:7][CH:8]1[CH:9]=[CH:10]2, predict the reactants needed to synthesize it. The reactants are: [CH2:1]1[CH:5]2[CH:6]3[CH:10]=[CH:9][CH:8]([CH:4]2[CH:3]=[CH:2]1)[CH2:7]3.C(Cl)(Cl)Cl.[OH2:15].[Cl-].[Na+]. (7) Given the product [C:21]([O:25][C:26]([N:28]1[CH2:32][CH2:31][CH2:30][C@@H:29]1[CH2:33][NH:34][C:10]1[C:11]2[C:17]([O:18][CH3:19])=[CH:16][N:15]=[CH:14][C:12]=2[N:13]=[C:8]([C:6]2[CH:5]=[CH:4][N:3]=[C:2]([Cl:1])[CH:7]=2)[N:9]=1)=[O:27])([CH3:24])([CH3:23])[CH3:22], predict the reactants needed to synthesize it. The reactants are: [Cl:1][C:2]1[CH:7]=[C:6]([C:8]2[N:9]=[C:10](O)[C:11]3[C:17]([O:18][CH3:19])=[CH:16][N:15]=[CH:14][C:12]=3[N:13]=2)[CH:5]=[CH:4][N:3]=1.[C:21]([O:25][C:26]([N:28]1[CH2:32][CH2:31][CH2:30][C@@H:29]1[CH2:33][NH2:34])=[O:27])([CH3:24])([CH3:23])[CH3:22].C(OC(N1CCN(C2C3C(C4CC4)=CN=CC=3N=C(C3C=CN=C(Cl)C=3)N=2)CC1)=O)(C)(C)C.